Task: Binary Classification. Given a miRNA mature sequence and a target amino acid sequence, predict their likelihood of interaction.. Dataset: Experimentally validated miRNA-target interactions with 360,000+ pairs, plus equal number of negative samples (1) Result: 0 (no interaction). The protein sequence of the target gene is MDLEEAEEFKERCTQCAAVSWGLTDEGKYYCTSCHNVTERYQEVTNTDLIPNTQIKALNRGLKKKNNTEKGWDWYVCEGFQYILYQQAEALKNLGVGPELKNDVLHNFWKRYLQKSKQAYCKNPVYTTGRKPTVLEDNLSHSDWASEPELLSDVSCPPFLESGAESQSDIHTRKPFPVSKASQSETSVCSGSLDGVEYSQRKEKGIVKMTMPQTLAFCYLSLLWQREAITLSDLLRFVEEDHIPYINAFQHFPEQMKLYGRDRGIFGIESWPDYEDIYKKTVEVGTFLDLPRFPDITEDC.... The miRNA is hsa-miR-520a-3p with sequence AAAGUGCUUCCCUUUGGACUGU. (2) The miRNA is cel-miR-1020-3p with sequence AUUAUUCUGUGACACUUUCAG. The protein sequence of the target gene is MARRGPGWRPLLLLVLLAGAAQGGLYFRRGQTCYRPLRGDGLAPLGRSTYPRPHEYLSPADLPKSWDWRNVDGVNYASITRNQHIPQYCGSCWAHASTSAMADRINIKRKGAWPSTLLSVQNVIDCGNAGSCEGGNDLSVWDYAHQHGIPDETCNNYQAKDQECDKFNQCGTCNEFKECHAIRNYTLWRVGDYGSLSGREKMMAEIYANGPISCGIMATERLANYTGGIYAEYQDTTYINHVVSVAGWGISDGTEYWIVRNSWGEPWGERGWLRIVTSTYKDGKGARYNLAIEEHCTFGD.... Result: 0 (no interaction). (3) The miRNA is hsa-miR-508-5p with sequence UACUCCAGAGGGCGUCACUCAUG. The protein sequence of the target gene is MKALIVLGLVLLSVTVQGKVFERCELARTLKRLGMDGYRGISLANWMCLAKWESGYNTRATNYNAGDRSTDYGIFQINSRYWCNDGKTPGAVNACHLSCSALLQDNIADAVACAKRVVRDPQGIRAWVAWRNRCQNRDVRQYVQGCGV. Result: 1 (interaction).